From a dataset of Catalyst prediction with 721,799 reactions and 888 catalyst types from USPTO. Predict which catalyst facilitates the given reaction. (1) Reactant: [Cl:1][C:2]1[CH:3]=[C:4]2[C:9](=[CH:10][C:11]=1[Cl:12])[C:8](=[O:13])[NH:7][CH2:6][CH2:5]2.I[C:15]1[CH:16]=[N:17][CH:18]=[CH:19][C:20]=1[CH3:21].P([O-])([O-])([O-])=O.[K+].[K+].[K+]. Product: [Cl:1][C:2]1[CH:3]=[C:4]2[C:9](=[CH:10][C:11]=1[Cl:12])[C:8](=[O:13])[N:7]([C:15]1[CH:16]=[N:17][CH:18]=[CH:19][C:20]=1[CH3:21])[CH2:6][CH2:5]2. The catalyst class is: 246. (2) Reactant: [OH:1][CH2:2][C:3]1[CH:4]=[CH:5][C:6]2[N:7]([C:9]([C:12]([O:14][CH2:15][CH3:16])=[O:13])=[CH:10][N:11]=2)[CH:8]=1.CCN(C(C)C)C(C)C.CS(Cl)(=O)=O.C([O-])([O-])=O.[K+].[K+].[F:37][C:38]([F:42])([F:41])[CH2:39]O. Product: [F:37][C:38]([F:42])([F:41])[CH2:39][O:1][CH2:2][C:3]1[CH:4]=[CH:5][C:6]2[N:7]([C:9]([C:12]([O:14][CH2:15][CH3:16])=[O:13])=[CH:10][N:11]=2)[CH:8]=1. The catalyst class is: 2. (3) Reactant: [I:1][C:2]1[CH:3]=[CH:4][C:5]([NH:11][C:12](=[O:17])[C:13]([CH3:16])([CH3:15])[CH3:14])=[C:6]([CH:10]=1)[C:7]([OH:9])=O. Product: [C:13]([C:12]1[O:17][C:7](=[O:9])[C:6]2[CH:10]=[C:2]([I:1])[CH:3]=[CH:4][C:5]=2[N:11]=1)([CH3:14])([CH3:15])[CH3:16]. The catalyst class is: 152. (4) Reactant: [NH:1]([C:10]([O:12][C:13]([CH3:16])([CH3:15])[CH3:14])=[O:11])[C@H:2]([C:7]([OH:9])=O)[CH2:3][CH:4]([CH3:6])[CH3:5].F[B-](F)(F)F.[N:22]1([O:31][C:32](N(C)C)=[N+](C)C)[C:26]2C=CC=CC=2N=N1.C1C=CC2N(O)N=NC=2C=1.CCN(C(C)C)C(C)C.CNOC. Product: [NH:1]([C:10]([O:12][C:13]([CH3:16])([CH3:15])[CH3:14])=[O:11])[C@H:2]([C:7]([N:22]([CH3:26])[O:31][CH3:32])=[O:9])[CH2:3][CH:4]([CH3:5])[CH3:6]. The catalyst class is: 2. (5) The catalyst class is: 167. Reactant: I[C:2]1[CH:8]=[C:7]([CH3:9])[CH:6]=[CH:5][C:3]=1[NH2:4].Cl.[N:11]12[CH2:18][CH2:17][CH:14]([CH2:15][CH2:16]1)[C:13](=O)[CH2:12]2.N12CCN(CC1)CC2.S([O-])([O-])(=O)=O.[Mg+2]. Product: [CH3:9][C:7]1[CH:6]=[CH:5][C:3]2[NH:4][C:13]3[CH:14]4[CH2:17][CH2:18][N:11]([C:12]=3[C:2]=2[CH:8]=1)[CH2:16][CH2:15]4. (6) Reactant: [CH2:1]([N:8]1[CH2:12][CH2:11][CH:10]([C:13]2[CH:18]=[CH:17][C:16]([NH2:19])=[C:15]([F:20])[CH:14]=2)[CH2:9]1)[C:2]1[CH:7]=[CH:6][CH:5]=[CH:4][CH:3]=1.[CH:21]([C:24]1[CH:29]=[CH:28][C:27]([S:30](Cl)(=[O:32])=[O:31])=[CH:26][CH:25]=1)([CH3:23])[CH3:22].C(N(CC)CC)C. Product: [CH2:1]([N:8]1[CH2:12][CH2:11][CH:10]([C:13]2[CH:18]=[CH:17][C:16]([NH:19][S:30]([C:27]3[CH:28]=[CH:29][C:24]([CH:21]([CH3:23])[CH3:22])=[CH:25][CH:26]=3)(=[O:32])=[O:31])=[C:15]([F:20])[CH:14]=2)[CH2:9]1)[C:2]1[CH:3]=[CH:4][CH:5]=[CH:6][CH:7]=1. The catalyst class is: 7.